From a dataset of Full USPTO retrosynthesis dataset with 1.9M reactions from patents (1976-2016). Predict the reactants needed to synthesize the given product. (1) Given the product [C:1]([N:9]1[C:33](=[O:34])[CH:32]=[CH:31][N:11]([C@@H:12]2[O:30][C@H:27]([CH2:28][O:29][C:42]([C:51]3[CH:56]=[CH:55][CH:54]=[CH:53][CH:52]=3)([C:43]3[CH:48]=[CH:47][C:46]([O:49][CH3:50])=[CH:45][CH:44]=3)[C:41]3[CH:40]=[CH:39][C:38]([O:37][CH3:36])=[CH:59][CH:58]=3)[C@@H:25]([OH:26])[C@H:13]2[O:14][CH2:15][CH2:16][C:17]([O:19][CH2:20][C:21]([F:24])([F:23])[F:22])=[O:18])[C:10]1=[O:35])(=[O:8])[C:2]1[CH:7]=[CH:6][CH:5]=[CH:4][CH:3]=1, predict the reactants needed to synthesize it. The reactants are: [C:1]([N:9]1[C:33](=[O:34])[CH:32]=[CH:31][N:11]([C@@H:12]2[O:30][C@H:27]([CH2:28][OH:29])[C@@H:25]([OH:26])[C@H:13]2[O:14][CH2:15][CH2:16][C:17]([O:19][CH2:20][C:21]([F:24])([F:23])[F:22])=[O:18])[C:10]1=[O:35])(=[O:8])[C:2]1[CH:7]=[CH:6][CH:5]=[CH:4][CH:3]=1.[CH3:36][O:37][C:38]1[CH:59]=[CH:58][C:41]([C:42](Cl)([C:51]2[CH:56]=[CH:55][CH:54]=[CH:53][CH:52]=2)[C:43]2[CH:48]=[CH:47][C:46]([O:49][CH3:50])=[CH:45][CH:44]=2)=[CH:40][CH:39]=1. (2) Given the product [C:2]([O:5][C@H:6]1[C@H:11]([NH:12][C:29]([NH:28][CH2:26][CH3:27])=[S:30])[C@@H:10]([O:13][C:14](=[O:16])[CH3:15])[C@H:9]([O:17][C:18](=[O:20])[CH3:19])[C@@H:8]([CH2:21][O:22][C:23](=[O:25])[CH3:24])[O:7]1)(=[O:4])[CH3:3], predict the reactants needed to synthesize it. The reactants are: Cl.[C:2]([O:5][C@H:6]1[C@H:11]([NH2:12])[C@@H:10]([O:13][C:14](=[O:16])[CH3:15])[C@H:9]([O:17][C:18](=[O:20])[CH3:19])[C@@H:8]([CH2:21][O:22][C:23](=[O:25])[CH3:24])[O:7]1)(=[O:4])[CH3:3].[CH2:26]([N:28]=[C:29]=[S:30])[CH3:27].C(N(CC)CC)C. (3) Given the product [Br:1][C:2]1[CH:8]=[CH:7][CH:6]=[C:4]2[C:3]=1[CH:9]=[N:16][NH:5]2, predict the reactants needed to synthesize it. The reactants are: [Br:1][C:2]1[C:3]([CH3:9])=[C:4]([CH:6]=[CH:7][CH:8]=1)[NH2:5].[H+].[B-](F)(F)(F)F.[N:16]([O-])=O.[Na+].CC([O-])=O.[K+]. (4) Given the product [CH2:8]([N:10]1[CH2:15][CH2:14][CH2:13][CH2:12][CH2:11]1)[CH3:9].[BH3:1], predict the reactants needed to synthesize it. The reactants are: [BH4-:1].[Na+].C(=O)(O)[O-].[Na+].[CH2:8]([N:10]1[CH2:15][CH2:14][CH2:13][CH2:12][CH2:11]1)[CH3:9].O. (5) The reactants are: Br[C:2]1[CH:7]=[CH:6][C:5]([NH:8][C:9](=[O:23])[C@H:10]([NH:15][C:16](=[O:22])[O:17][C:18]([CH3:21])([CH3:20])[CH3:19])[CH2:11][CH:12]([CH3:14])[CH3:13])=[CH:4][C:3]=1[O:24][CH3:25].[CH3:26][C:27]1([CH3:43])[C:31]([CH3:33])([CH3:32])[O:30][B:29]([B:29]2[O:30][C:31]([CH3:33])([CH3:32])[C:27]([CH3:43])([CH3:26])[O:28]2)[O:28]1.C([O-])(=O)C.[K+]. Given the product [CH3:25][O:24][C:3]1[CH:4]=[C:5]([NH:8][C:9](=[O:23])[C@H:10]([NH:15][C:16](=[O:22])[O:17][C:18]([CH3:21])([CH3:20])[CH3:19])[CH2:11][CH:12]([CH3:14])[CH3:13])[CH:6]=[CH:7][C:2]=1[B:29]1[O:30][C:31]([CH3:33])([CH3:32])[C:27]([CH3:43])([CH3:26])[O:28]1, predict the reactants needed to synthesize it. (6) Given the product [S:1]1[CH2:2][CH:3]=[C:4]([C:7]2[C:8]([F:21])=[CH:9][C:10]([NH2:14])=[CH:11][C:12]=2[F:13])[CH2:5][CH2:6]1, predict the reactants needed to synthesize it. The reactants are: [S:1]1[CH2:6][CH:5]=[C:4]([C:7]2[C:12]([F:13])=[CH:11][C:10]([N:14]3C(C)=CC=C3C)=[CH:9][C:8]=2[F:21])[CH2:3][CH2:2]1.Cl.NO.C(N(CC)CC)C. (7) Given the product [Cl:1][C:2]1[CH:3]=[C:4]([C:8]2[C:29]([CH2:30][CH2:31][CH2:32][N:33]3[CH2:38][CH2:37][CH2:36][CH2:35][CH2:34]3)=[C:11]3[CH:12]=[C:13]([C:16]([N:18]([CH2:24][CH2:25][CH:26]([CH3:28])[CH3:27])[CH2:19][CH2:20][CH:21]([CH3:23])[CH3:22])=[O:17])[CH:14]=[CH:15][N:10]3[N:9]=2)[CH:5]=[CH:6][CH:7]=1, predict the reactants needed to synthesize it. The reactants are: [Cl:1][C:2]1[CH:3]=[C:4]([C:8]2[C:29](/[CH:30]=[CH:31]/[CH2:32][N:33]3[CH2:38][CH2:37][CH2:36][CH2:35][CH2:34]3)=[C:11]3[CH:12]=[C:13]([C:16]([N:18]([CH2:24][CH2:25][CH:26]([CH3:28])[CH3:27])[CH2:19][CH2:20][CH:21]([CH3:23])[CH3:22])=[O:17])[CH:14]=[CH:15][N:10]3[N:9]=2)[CH:5]=[CH:6][CH:7]=1.FC(F)(F)C(O)=O.C([SiH](CC)CC)C.C(=O)(O)[O-].[Na+].